This data is from Forward reaction prediction with 1.9M reactions from USPTO patents (1976-2016). The task is: Predict the product of the given reaction. (1) Given the reactants Cl[CH2:2][C:3](=O)[CH3:4].[F:6][C:7]1[CH:12]=[CH:11][C:10]([C:13](=[S:15])[NH2:14])=[C:9]([N+:16]([O-:18])=[O:17])[CH:8]=1, predict the reaction product. The product is: [F:6][C:7]1[CH:12]=[CH:11][C:10]([C:13]2[S:15][CH:2]=[C:3]([CH3:4])[N:14]=2)=[C:9]([N+:16]([O-:18])=[O:17])[CH:8]=1. (2) The product is: [C:1]([N:5]1[C:9]([C:10]2[CH:15]=[CH:14][C:13]([O:16][CH3:17])=[CH:12][CH:11]=2)=[C:8]([C:18](=[S:30])[NH2:20])[CH:7]=[N:6]1)([CH3:4])([CH3:3])[CH3:2]. Given the reactants [C:1]([N:5]1[C:9]([C:10]2[CH:15]=[CH:14][C:13]([O:16][CH3:17])=[CH:12][CH:11]=2)=[C:8]([C:18]([NH2:20])=O)[CH:7]=[N:6]1)([CH3:4])([CH3:3])[CH3:2].COC1C=CC(P2(SP(C3C=CC(OC)=CC=3)(=S)S2)=[S:30])=CC=1, predict the reaction product. (3) Given the reactants [CH:1]1([C:4]2[N:8]([CH2:9][C:10]3[C:15]([F:16])=[CH:14][C:13]([O:17][CH2:18][CH3:19])=[CH:12][C:11]=3[F:20])[N:7]=[C:6]([C:21]3[N:26]=[C:25]([NH:27][C:28]4[C:33]([C:34]([OH:36])=O)=[CH:32][N:31]=[CH:30][CH:29]=4)[C:24]([O:37][CH3:38])=[CH:23][N:22]=3)[C:5]=2[CH3:39])[CH2:3][CH2:2]1.[NH2:40][CH2:41][CH2:42][S:43]([CH3:46])(=[O:45])=[O:44].C(N(CC)C(C)C)(C)C.F[P-](F)(F)(F)(F)F.N1(O[P+](N2CCCC2)(N2CCCC2)N2CCCC2)C2C=CC=CC=2N=N1, predict the reaction product. The product is: [CH:1]1([C:4]2[N:8]([CH2:9][C:10]3[C:11]([F:20])=[CH:12][C:13]([O:17][CH2:18][CH3:19])=[CH:14][C:15]=3[F:16])[N:7]=[C:6]([C:21]3[N:26]=[C:25]([NH:27][C:28]4[C:33]([C:34]([NH:40][CH2:41][CH2:42][S:43]([CH3:46])(=[O:45])=[O:44])=[O:36])=[CH:32][N:31]=[CH:30][CH:29]=4)[C:24]([O:37][CH3:38])=[CH:23][N:22]=3)[C:5]=2[CH3:39])[CH2:2][CH2:3]1. (4) Given the reactants [CH3:1][C:2]1[NH:3][CH:4]=[C:5]([C:7]2[N:11]([C:12]3[CH:13]=[N:14][C:15]([O:18][CH3:19])=[CH:16][CH:17]=3)[N:10]=[C:9]([C:20]([OH:22])=O)[CH:8]=2)[N:6]=1.Cl.[CH3:24][O:25][CH:26]1[CH2:31][CH2:30][NH:29][CH2:28][CH2:27]1, predict the reaction product. The product is: [CH3:1][C:2]1[NH:3][CH:4]=[C:5]([C:7]2[N:11]([C:12]3[CH:13]=[N:14][C:15]([O:18][CH3:19])=[CH:16][CH:17]=3)[N:10]=[C:9]([C:20]([N:29]3[CH2:30][CH2:31][CH:26]([O:25][CH3:24])[CH2:27][CH2:28]3)=[O:22])[CH:8]=2)[N:6]=1. (5) Given the reactants C(N(CC)CC)C.[CH3:8][S:9](Cl)(=[O:11])=[O:10].Cl.[C:14]([NH:18][C:19]([C:21]1[CH:25]=[C:24]([C:26]2[CH:31]=[CH:30][C:29]([CH2:32][NH2:33])=[CH:28][N:27]=2)[N:23]([C:34]2[CH:35]=[N:36][CH:37]=[CH:38][CH:39]=2)[N:22]=1)=[O:20])([CH3:17])([CH3:16])[CH3:15].O, predict the reaction product. The product is: [C:14]([NH:18][C:19]([C:21]1[CH:25]=[C:24]([C:26]2[CH:31]=[CH:30][C:29]([CH2:32][NH:33][S:9]([CH3:8])(=[O:11])=[O:10])=[CH:28][N:27]=2)[N:23]([C:34]2[CH:35]=[N:36][CH:37]=[CH:38][CH:39]=2)[N:22]=1)=[O:20])([CH3:17])([CH3:15])[CH3:16]. (6) Given the reactants [C:1]1([CH2:7][CH2:8][NH:9][CH2:10][CH2:11][CH2:12][CH2:13][CH2:14][CH2:15][CH3:16])[CH:6]=[CH:5][CH:4]=[CH:3][CH:2]=1.[CH3:17][O:18][C:19]([C:21]1[CH:38]=[CH:37][CH:36]=[CH:35][C:22]=1[CH2:23][O:24][C:25]1[CH:30]=[CH:29][C:28]([CH2:31][C:32]([OH:34])=O)=[CH:27][CH:26]=1)=[O:20].F[B-](F)(F)F.N1(OC(N(C)C)=[N+](C)C)C2C=CC=CC=2N=N1.C(N(C(C)C)C(C)C)C, predict the reaction product. The product is: [CH2:10]([N:9]([CH2:8][CH2:7][C:1]1[CH:2]=[CH:3][CH:4]=[CH:5][CH:6]=1)[C:32](=[O:34])[CH2:31][C:28]1[CH:27]=[CH:26][C:25]([O:24][CH2:23][C:22]2[CH:35]=[CH:36][CH:37]=[CH:38][C:21]=2[C:19]([O:18][CH3:17])=[O:20])=[CH:30][CH:29]=1)[CH2:11][CH2:12][CH2:13][CH2:14][CH2:15][CH3:16]. (7) Given the reactants [CH:1]1([OH:5])[CH2:4][CH2:3][CH2:2]1.[Cl:6][C:7]1[CH:8]=[C:9]([C:14]2[C:22]([CH3:23])=[CH:21][C:17]([C:18]([OH:20])=[O:19])=[C:16]([F:24])[CH:15]=2)[CH:10]=[N:11][C:12]=1F.C(=O)([O-])[O-].[Cs+].[Cs+].CS(C)=O, predict the reaction product. The product is: [Cl:6][C:7]1[CH:8]=[C:9]([C:14]2[C:22]([CH3:23])=[CH:21][C:17]([C:18]([OH:20])=[O:19])=[C:16]([F:24])[CH:15]=2)[CH:10]=[N:11][C:12]=1[O:5][CH:1]1[CH2:4][CH2:3][CH2:2]1.